Task: Predict which catalyst facilitates the given reaction.. Dataset: Catalyst prediction with 721,799 reactions and 888 catalyst types from USPTO The catalyst class is: 36. Product: [C:1]([O:9][C@@H:10]1[CH2:18][C@@H:13]2[O:14][C:15](=[O:17])[CH2:16][C@@H:12]2[C@H:11]1/[CH:19]=[CH:20]/[C@H:21]([C:23]1[S:27][C:26]2[CH:28]=[CH:29][CH:30]=[CH:31][C:25]=2[CH:24]=1)[OH:22])(=[O:8])[C:2]1[CH:7]=[CH:6][CH:5]=[CH:4][CH:3]=1. Reactant: [C:1]([O:9][C@@H:10]1[CH2:18][C@@H:13]2[O:14][C:15](=[O:17])[CH2:16][C@@H:12]2[C@H:11]1/[CH:19]=[CH:20]/[C:21]([C:23]1[S:27][C:26]2[CH:28]=[CH:29][CH:30]=[CH:31][C:25]=2[CH:24]=1)=[O:22])(=[O:8])[C:2]1[CH:7]=[CH:6][CH:5]=[CH:4][CH:3]=1.[BH4-].[Na+].